From a dataset of Catalyst prediction with 721,799 reactions and 888 catalyst types from USPTO. Predict which catalyst facilitates the given reaction. (1) Reactant: Cl.[CH:2]1([NH:8][NH2:9])[CH2:7][CH2:6][CH2:5][CH2:4][CH2:3]1.[C:10]([C:16](OC)=[O:17])#[C:11][C:12]([O:14][CH3:15])=[O:13].C([O-])(=O)C.[K+].C(O)(=O)C. Product: [CH:2]1([N:8]2[C:11]([C:12]([O:14][CH3:15])=[O:13])=[CH:10][C:16]([OH:17])=[N:9]2)[CH2:7][CH2:6][CH2:5][CH2:4][CH2:3]1. The catalyst class is: 226. (2) Reactant: [CH3:1][NH:2][CH2:3][CH2:4][CH:5]([C:12]1[CH:20]=[C:19]2[C:15]([C:16]([C:21]#[N:22])=[CH:17][NH:18]2)=[CH:14][CH:13]=1)[C:6]1[CH:11]=[CH:10][CH:9]=[CH:8][CH:7]=1.[OH-:23].[Na+].[OH-].[K+]. Product: [CH3:1][NH:2][CH2:3][CH2:4][CH:5]([C:12]1[CH:20]=[C:19]2[C:15]([C:16]([C:21]([NH2:22])=[O:23])=[CH:17][NH:18]2)=[CH:14][CH:13]=1)[C:6]1[CH:7]=[CH:8][CH:9]=[CH:10][CH:11]=1. The catalyst class is: 14. (3) Reactant: [CH3:1][C:2]1[S:3][C:4]([C:8]2[C:9](=[O:34])[NH:10][C:11](=[O:33])[N:12]([CH2:14][CH2:15][CH2:16][N:17]3[CH2:22][C@H:21]4[C@:19]([C:23]5[CH:28]=[CH:27][C:26]([C:29]([F:32])([F:31])[F:30])=[CH:25][CH:24]=5)([CH2:20]4)[CH2:18]3)[N:13]=2)=[C:5]([CH3:7])[N:6]=1.[ClH:35].CO. Product: [ClH:35].[ClH:35].[CH3:1][C:2]1[S:3][C:4]([C:8]2[C:9](=[O:34])[NH:10][C:11](=[O:33])[N:12]([CH2:14][CH2:15][CH2:16][N:17]3[CH2:22][C@H:21]4[C@:19]([C:23]5[CH:28]=[CH:27][C:26]([C:29]([F:30])([F:32])[F:31])=[CH:25][CH:24]=5)([CH2:20]4)[CH2:18]3)[N:13]=2)=[C:5]([CH3:7])[N:6]=1. The catalyst class is: 2.